Dataset: Full USPTO retrosynthesis dataset with 1.9M reactions from patents (1976-2016). Task: Predict the reactants needed to synthesize the given product. Given the product [OH:8][C:9]1[CH:10]=[C:11]([C:34]([C:36]2[CH:37]=[N:38][C:39]([O:42][CH3:43])=[CH:40][CH:41]=2)=[O:35])[CH:12]=[C:13]([C:15]2[CH:23]=[CH:22][CH:21]=[C:20]3[C:16]=2[CH:17]=[CH:18][NH:19]3)[CH:14]=1, predict the reactants needed to synthesize it. The reactants are: COC1C=CC(C[O:8][C:9]2[CH:10]=[C:11]([C:34]([C:36]3[CH:37]=[N:38][C:39]([O:42][CH3:43])=[CH:40][CH:41]=3)=[O:35])[CH:12]=[C:13]([C:15]3[CH:23]=[CH:22][CH:21]=[C:20]4[C:16]=3[CH:17]=[CH:18][N:19]4[Si](C(C)C)(C(C)C)C(C)C)[CH:14]=2)=CC=1.B(F)(F)F.CCOC(C)=O.C([O-])(O)=O.[Na+].